From a dataset of Retrosynthesis with 50K atom-mapped reactions and 10 reaction types from USPTO. Predict the reactants needed to synthesize the given product. (1) The reactants are: CN.O=C1CCN(Cc2ccccc2)CC1. Given the product CNC1CCN(Cc2ccccc2)CC1, predict the reactants needed to synthesize it. (2) The reactants are: COC(=O)C(C)(C)Oc1cc(Cl)c(OCc2cc(-c3ccc(OC(F)(F)F)cc3)nn2C)cc1Cl. Given the product Cn1nc(-c2ccc(OC(F)(F)F)cc2)cc1COc1cc(Cl)c(OC(C)(C)C(=O)O)cc1Cl, predict the reactants needed to synthesize it. (3) Given the product COc1ccc(NC(=O)/C=C/c2cnc[nH]2)c2nc(-c3cccs3)[nH]c12, predict the reactants needed to synthesize it. The reactants are: COc1ccc(N)c2nc(-c3cccs3)[nH]c12.O=C(O)/C=C/c1cnc[nH]1.